Dataset: Catalyst prediction with 721,799 reactions and 888 catalyst types from USPTO. Task: Predict which catalyst facilitates the given reaction. (1) Reactant: O[CH:2]([C:5]1[N:10]=[CH:9][C:8]([C:11]2[CH:19]=[CH:18][C:14]([C:15]([NH2:17])=[O:16])=[CH:13][CH:12]=2)=[CH:7][CH:6]=1)[CH2:3][CH3:4].P(Br)(Br)[Br:21]. Product: [Br:21][CH:2]([C:5]1[N:10]=[CH:9][C:8]([C:11]2[CH:19]=[CH:18][C:14]([C:15]([NH2:17])=[O:16])=[CH:13][CH:12]=2)=[CH:7][CH:6]=1)[CH2:3][CH3:4]. The catalyst class is: 146. (2) Product: [CH:12]([CH:9]1[C:8](=[O:15])[N:7]([CH3:16])[C:6]2[CH:5]=[C:4]([C:17]#[N:18])[CH:3]=[C:2]([C:24]3[C:23]4[CH:35]=[CH:36][N:37]([S:38]([C:41]5[CH:46]=[CH:45][C:44]([CH3:47])=[CH:43][CH:42]=5)(=[O:40])=[O:39])[C:22]=4[C:21](=[O:48])[N:20]([CH3:19])[CH:25]=3)[C:11]=2[O:10]1)([CH3:14])[CH3:13]. Reactant: Br[C:2]1[C:11]2[O:10][CH:9]([CH:12]([CH3:14])[CH3:13])[C:8](=[O:15])[N:7]([CH3:16])[C:6]=2[CH:5]=[C:4]([C:17]#[N:18])[CH:3]=1.[CH3:19][N:20]1[CH:25]=[C:24](B2OC(C)(C)C(C)(C)O2)[C:23]2[CH:35]=[CH:36][N:37]([S:38]([C:41]3[CH:46]=[CH:45][C:44]([CH3:47])=[CH:43][CH:42]=3)(=[O:40])=[O:39])[C:22]=2[C:21]1=[O:48].C(=O)([O-])[O-].[K+].[K+].ClCCl. The catalyst class is: 38.